From a dataset of Forward reaction prediction with 1.9M reactions from USPTO patents (1976-2016). Predict the product of the given reaction. (1) Given the reactants [O:1]([C:8]1[CH:13]=[CH:12][CH:11]=[CH:10][C:9]=1B(O)O)[C:2]1[CH:7]=[CH:6][CH:5]=[CH:4][CH:3]=1.[Cl:17][C:18]1[CH:23]=[C:22](Cl)[N:21]=[C:20]([NH2:25])[N:19]=1, predict the reaction product. The product is: [Cl:17][C:18]1[CH:23]=[C:22]([C:9]2[CH:10]=[CH:11][CH:12]=[CH:13][C:8]=2[O:1][C:2]2[CH:3]=[CH:4][CH:5]=[CH:6][CH:7]=2)[N:21]=[C:20]([NH2:25])[N:19]=1. (2) Given the reactants [CH3:1][C:2]1(O)[CH2:7][CH2:6][N:5]([C:8]2[CH:13]=[CH:12][C:11]([N:14]3[CH2:18][C@H:17]([CH2:19][NH:20][C:21](=[O:23])[CH3:22])[O:16][C:15]3=[O:24])=[CH:10][C:9]=2[F:25])[CH2:4][CH2:3]1.CCN(S(F)(F)[F:33])CC, predict the reaction product. The product is: [F:33][C:2]1([CH3:1])[CH2:7][CH2:6][N:5]([C:8]2[CH:13]=[CH:12][C:11]([N:14]3[CH2:18][C@H:17]([CH2:19][NH:20][C:21](=[O:23])[CH3:22])[O:16][C:15]3=[O:24])=[CH:10][C:9]=2[F:25])[CH2:4][CH2:3]1. (3) Given the reactants [N:1]1([CH2:7][C:8]2[C:16]3[C:11](=[C:12]([C:17]([N:19]4[CH2:24][CH2:23][NH:22][CH2:21][CH2:20]4)=[O:18])[CH:13]=[CH:14][CH:15]=3)[NH:10][CH:9]=2)[CH2:6][CH2:5][O:4][CH2:3][CH2:2]1.[CH3:25][C:26]([CH3:28])=O.[BH-](OC(C)=O)(OC(C)=O)OC(C)=O.[Na+], predict the reaction product. The product is: [CH:26]([N:22]1[CH2:23][CH2:24][N:19]([C:17]([C:12]2[CH:13]=[CH:14][CH:15]=[C:16]3[C:11]=2[NH:10][CH:9]=[C:8]3[CH2:7][N:1]2[CH2:6][CH2:5][O:4][CH2:3][CH2:2]2)=[O:18])[CH2:20][CH2:21]1)([CH3:28])[CH3:25]. (4) Given the reactants [Cl:1][C:2]1[CH:19]=[CH:18][C:5]([O:6][CH:7]2[CH2:10][N:9]([CH2:11][CH2:12][C@H:13]([NH2:17])[CH2:14][O:15][CH3:16])[CH2:8]2)=[CH:4][CH:3]=1.C1([O:26][C:27](=O)[NH:28][C:29]2[N:30]([CH3:36])[N:31]=[C:32]([CH2:34][CH3:35])[CH:33]=2)C=CC=CC=1, predict the reaction product. The product is: [Cl:1][C:2]1[CH:3]=[CH:4][C:5]([O:6][CH:7]2[CH2:10][N:9]([CH2:11][CH2:12][C@H:13]([NH:17][C:27]([NH:28][C:29]3[N:30]([CH3:36])[N:31]=[C:32]([CH2:34][CH3:35])[CH:33]=3)=[O:26])[CH2:14][O:15][CH3:16])[CH2:8]2)=[CH:18][CH:19]=1. (5) The product is: [C:18]([O:17][C:15]([NH:14][NH:13][CH2:12][C:9]1[CH:10]=[CH:11][C:6]([Cl:5])=[CH:7][CH:8]=1)=[O:16])([CH3:21])([CH3:19])[CH3:20]. Given the reactants [BH3-]C#N.[Na+].[Cl:5][C:6]1[CH:11]=[CH:10][C:9]([CH:12]=[N:13][NH:14][C:15]([O:17][C:18]([CH3:21])([CH3:20])[CH3:19])=[O:16])=[CH:8][CH:7]=1.C(O)(=O)C.C([O-])(O)=O.[Na+], predict the reaction product. (6) Given the reactants [Cl:1][C:2]1[CH:7]=[CH:6][CH:5]=[CH:4][C:3]=1[C@H:8]1[C@H:13]([N+:14]([O-])=O)[CH2:12][CH:11]=[CH:10][CH2:9]1.Cl.C([O-])(O)=O.[Na+], predict the reaction product. The product is: [Cl:1][C:2]1[CH:7]=[CH:6][CH:5]=[CH:4][C:3]=1[C@H:8]1[C@H:13]([NH2:14])[CH2:12][CH:11]=[CH:10][CH2:9]1.